From a dataset of Forward reaction prediction with 1.9M reactions from USPTO patents (1976-2016). Predict the product of the given reaction. Given the reactants Cl[CH:2]([CH:10]1[CH2:15][CH2:14][CH2:13][CH2:12][CH2:11]1)[C:3]1[CH:7]=[C:6]([CH3:8])[S:5][C:4]=1[CH3:9].[NH2:16][C:17]1[CH:26]=[CH:25][C:20]([C:21]([O:23]C)=[O:22])=[CH:19][CH:18]=1.[I-].[Na+].C(=O)([O-])[O-].[Na+].[Na+].Cl.[OH-].[Na+], predict the reaction product. The product is: [CH:10]1([CH:2]([NH:16][C:17]2[CH:26]=[CH:25][C:20]([C:21]([OH:23])=[O:22])=[CH:19][CH:18]=2)[C:3]2[CH:7]=[C:6]([CH3:8])[S:5][C:4]=2[CH3:9])[CH2:15][CH2:14][CH2:13][CH2:12][CH2:11]1.